Dataset: Full USPTO retrosynthesis dataset with 1.9M reactions from patents (1976-2016). Task: Predict the reactants needed to synthesize the given product. Given the product [CH3:21][N:18]1[CH2:19][CH2:20][N:15]([C:10]2[CH:9]=[C:8]3[C:13]([CH:14]=[C:5]([C:3]([OH:4])=[O:2])[C:6](=[O:22])[NH:7]3)=[CH:12][N:11]=2)[CH2:16][CH2:17]1, predict the reactants needed to synthesize it. The reactants are: C[O:2][C:3]([C:5]1[C:6](=[O:22])[NH:7][C:8]2[C:13]([CH:14]=1)=[CH:12][N:11]=[C:10]([N:15]1[CH2:20][CH2:19][N:18]([CH3:21])[CH2:17][CH2:16]1)[CH:9]=2)=[O:4].[OH-].[Na+].